From a dataset of Catalyst prediction with 721,799 reactions and 888 catalyst types from USPTO. Predict which catalyst facilitates the given reaction. (1) Reactant: [C:1]1([C:7]2[O:19][C:10]3=[N:11][CH:12]=[C:13]4[C:17]([NH2:18])=[N:16][NH:15][C:14]4=[C:9]3[C:8]=2[C:20]2[CH:25]=[CH:24][CH:23]=[CH:22][CH:21]=2)[CH:6]=[CH:5][CH:4]=[CH:3][CH:2]=1.[CH2:26]([N:28]=[C:29]=[O:30])[CH3:27]. Product: [C:1]1([C:7]2[O:19][C:10]3=[N:11][CH:12]=[C:13]4[C:17]([NH:18][C:29]([NH:28][CH2:26][CH3:27])=[O:30])=[N:16][NH:15][C:14]4=[C:9]3[C:8]=2[C:20]2[CH:21]=[CH:22][CH:23]=[CH:24][CH:25]=2)[CH:6]=[CH:5][CH:4]=[CH:3][CH:2]=1. The catalyst class is: 527. (2) Reactant: [OH:1][CH2:2][C@H:3]1[C@H:7]([C:8]2[CH:13]=[CH:12][C:11]([O:14][CH3:15])=[CH:10][CH:9]=2)[O:6][C:5](=[O:16])[NH:4]1.N1C=CN=C1.[CH3:22][C:23]([Si:26](Cl)([C:33]1[CH:38]=[CH:37][CH:36]=[CH:35][CH:34]=1)[C:27]1[CH:32]=[CH:31][CH:30]=[CH:29][CH:28]=1)([CH3:25])[CH3:24]. Product: [Si:26]([O:1][CH2:2][C@H:3]1[C@H:7]([C:8]2[CH:9]=[CH:10][C:11]([O:14][CH3:15])=[CH:12][CH:13]=2)[O:6][C:5](=[O:16])[NH:4]1)([C:23]([CH3:25])([CH3:24])[CH3:22])([C:33]1[CH:34]=[CH:35][CH:36]=[CH:37][CH:38]=1)[C:27]1[CH:32]=[CH:31][CH:30]=[CH:29][CH:28]=1. The catalyst class is: 3. (3) Reactant: [CH2:1]([C:3]1[CH:4]=[CH:5][C:6]([CH3:9])=[N:7][CH:8]=1)[CH3:2].ClC1C=CC=C(C(OO)=[O:18])C=1.[OH-].[Na+]. Product: [CH2:1]([C:3]1[CH:4]=[CH:5][C:6]([CH:9]=[O:18])=[N:7][CH:8]=1)[CH3:2]. The catalyst class is: 4.